Dataset: Reaction yield outcomes from USPTO patents with 853,638 reactions. Task: Predict the reaction yield, written as a fraction of the theoretical maximum amount of product (1.0 means a 100% yield; for example, 0.34 means a 34% yield). The reactants are [CH2:1]([C:9]1[CH:14]=[CH:13][C:12](I)=[CH:11][CH:10]=1)[CH2:2][CH2:3][CH2:4][CH2:5][CH2:6][CH2:7][CH3:8].C(O[N:25]1[CH2:30][CH2:29][N:28]([C:31]([O:33][C:34]([CH3:37])([CH3:36])[CH3:35])=[O:32])[CH2:27][CH2:26]1)(=O)C1C=CC=CC=1. The catalyst is C1COCC1.CCOCC.[Cl-].[Cl-].[Zn+2]. The product is [CH2:1]([C:9]1[CH:14]=[CH:13][C:12]([N:25]2[CH2:26][CH2:27][N:28]([C:31]([O:33][C:34]([CH3:37])([CH3:36])[CH3:35])=[O:32])[CH2:29][CH2:30]2)=[CH:11][CH:10]=1)[CH2:2][CH2:3][CH2:4][CH2:5][CH2:6][CH2:7][CH3:8]. The yield is 0.310.